Predict the reaction yield, written as a fraction of the theoretical maximum amount of product (1.0 means a 100% yield; for example, 0.34 means a 34% yield). From a dataset of Reaction yield outcomes from USPTO patents with 853,638 reactions. (1) The reactants are [CH2:1]([O:8][C:9]1[C:10]([CH2:27][OH:28])=[N:11][CH:12]=[C:13]([C:25]=1[OH:26])[C:14]([NH:16][CH2:17][C:18]1[CH:23]=[CH:22][C:21]([F:24])=[CH:20][CH:19]=1)=[O:15])[C:2]1[CH:7]=[CH:6][CH:5]=[CH:4][CH:3]=1. The catalyst is C(Cl)(Cl)Cl.[O-2].[O-2].[Mn+4]. The product is [CH2:1]([O:8][C:9]1[C:10]([CH:27]=[O:28])=[N:11][CH:12]=[C:13]([C:25]=1[OH:26])[C:14]([NH:16][CH2:17][C:18]1[CH:19]=[CH:20][C:21]([F:24])=[CH:22][CH:23]=1)=[O:15])[C:2]1[CH:7]=[CH:6][CH:5]=[CH:4][CH:3]=1. The yield is 0.840. (2) The reactants are [CH2:1]([O:3][C:4]([CH:6]1[CH2:11][CH2:10][C:9](OS(C(F)(F)F)(=O)=O)=[CH:8][CH2:7]1)=[O:5])[CH3:2].C([O-])(=O)C.[K+].[B:25]1([B:25]2[O:29][C:28]([CH3:31])([CH3:30])[C:27]([CH3:33])([CH3:32])[O:26]2)[O:29][C:28]([CH3:31])([CH3:30])[C:27]([CH3:33])([CH3:32])[O:26]1. The catalyst is O1CCOCC1.C1(P(C2C=CC=CC=2)[C-]2C=CC=C2)C=CC=CC=1.[C-]1(P(C2C=CC=CC=2)C2C=CC=CC=2)C=CC=C1.[Fe+2].[CH-]1C=C(P(C2C=CC=CC=2)C2C=CC=CC=2)C=C1.[CH-]1C=C(P(C2C=CC=CC=2)C2C=CC=CC=2)C=C1.Cl[Pd]Cl.[Fe+2]. The product is [CH2:1]([O:3][C:4]([CH:6]1[CH2:11][CH2:10][C:9]([B:25]2[O:29][C:28]([CH3:31])([CH3:30])[C:27]([CH3:33])([CH3:32])[O:26]2)=[CH:8][CH2:7]1)=[O:5])[CH3:2]. The yield is 0.700. (3) The reactants are [NH2:1][C:2]1[CH:7]=[CH:6][C:5]([C:8]2[N:9]([CH:22]3[CH2:25][CH2:24][CH2:23]3)[C:10]3[C:15]([C:16]=2[C:17]#[N:18])=[CH:14][CH:13]=[C:12]([O:19][CH2:20][CH3:21])[CH:11]=3)=[CH:4][CH:3]=1.Cl[C:27](OC1C=CC([N+]([O-])=O)=CC=1)=[O:28].N1C=CC=CC=1.[NH:45]1[CH2:50][CH2:49][O:48][CH2:47][CH2:46]1. The catalyst is C(Cl)Cl. The product is [C:17]([C:16]1[C:15]2[C:10](=[CH:11][C:12]([O:19][CH2:20][CH3:21])=[CH:13][CH:14]=2)[N:9]([CH:22]2[CH2:23][CH2:24][CH2:25]2)[C:8]=1[C:5]1[CH:4]=[CH:3][C:2]([NH:1][C:27]([N:45]2[CH2:50][CH2:49][O:48][CH2:47][CH2:46]2)=[O:28])=[CH:7][CH:6]=1)#[N:18]. The yield is 1.00. (4) The reactants are CN(CCN(C)C)C.[CH2:9]([O:11][C:12](=[O:21])[NH:13][C:14]1[CH:19]=[CH:18][CH:17]=[C:16]([F:20])[N:15]=1)[CH3:10].N#N.[Li]CCCC.[I:29]I. The catalyst is C1COCC1. The product is [CH2:9]([O:11][C:12](=[O:21])[NH:13][C:14]1[C:19]([I:29])=[CH:18][CH:17]=[C:16]([F:20])[N:15]=1)[CH3:10]. The yield is 0.700. (5) The reactants are [F:1][C:2]1[CH:3]=[C:4]([C:20]2[C:21]([C:26]#[N:27])=[CH:22][CH:23]=[CH:24][CH:25]=2)[CH:5]=[CH:6][C:7]=1[CH2:8][C:9]1[C:14](=[O:15])[NH:13][C:12]([CH3:16])=[N:11][C:10]=1[CH2:17][CH2:18][CH3:19].[CH3:28][C:29]1([CH3:42])[CH2:38][CH2:37][C:36]2[C:31](=[CH:32][CH:33]=[C:34](B(O)O)[CH:35]=2)[O:30]1.N1C=CC=CC=1.C(N(CC)CC)C. The catalyst is C(OCC)(=O)C.C([O-])(=O)C.[Cu+2].C([O-])(=O)C.ClCCl. The product is [CH3:28][C:29]1([CH3:42])[CH2:38][CH2:37][C:36]2[C:31](=[CH:32][CH:33]=[C:34]([N:13]3[C:14](=[O:15])[C:9]([CH2:8][C:7]4[CH:6]=[CH:5][C:4]([C:20]5[C:21]([C:26]#[N:27])=[CH:22][CH:23]=[CH:24][CH:25]=5)=[CH:3][C:2]=4[F:1])=[C:10]([CH2:17][CH2:18][CH3:19])[N:11]=[C:12]3[CH3:16])[CH:35]=2)[O:30]1. The yield is 0.700. (6) The reactants are [Si]([O:8][CH:9]1[CH2:14][CH2:13][CH:12]([N:15]2[C:20](=[O:21])[C:19]([CH2:22][C:23]3[CH:24]=[CH:25][C:26]([C:29]4[CH:36]=[CH:35][CH:34]=[CH:33][C:30]=4[C:31]#[N:32])=[N:27][CH:28]=3)=[C:18]([CH2:37][CH2:38][CH3:39])[N:17]3[N:40]=[CH:41][N:42]=[C:16]23)[CH2:11][CH2:10]1)(C(C)(C)C)(C)C.[F-].C([N+](CCCC)(CCCC)CCCC)CCC.O1CCCC1.[C:66]([O:69][CH2:70][CH3:71])(=[O:68])[CH3:67]. The catalyst is O. The product is [CH2:70]([O:69][C:66](=[O:68])[CH2:67][O:8][C@H:9]1[CH2:10][CH2:11][C@H:12]([N:15]2[C:20](=[O:21])[C:19]([CH2:22][C:23]3[CH:28]=[N:27][C:26]([C:29]4[CH:36]=[CH:35][CH:34]=[CH:33][C:30]=4[C:31]#[N:32])=[CH:25][CH:24]=3)=[C:18]([CH2:37][CH2:38][CH3:39])[N:17]3[N:40]=[CH:41][N:42]=[C:16]23)[CH2:13][CH2:14]1)[CH3:71]. The yield is 0.150. (7) The reactants are [CH:1]1([CH2:4][CH2:5][N:6]2[C:14]3[C:9](=[CH:10][CH:11]=[CH:12][CH:13]=3)[C:8](O)([C:15]3[C:23]([OH:24])=[CH:22][C:18]4[O:19][CH2:20][O:21][C:17]=4[CH:16]=3)[C:7]2=[O:26])[CH2:3][CH2:2]1.FC(F)(F)C(O)=O.C([SiH](CC)CC)C. The catalyst is ClCCl. The product is [CH:1]1([CH2:4][CH2:5][N:6]2[C:14]3[C:9](=[CH:10][CH:11]=[CH:12][CH:13]=3)[CH:8]([C:15]3[C:23]([OH:24])=[CH:22][C:18]4[O:19][CH2:20][O:21][C:17]=4[CH:16]=3)[C:7]2=[O:26])[CH2:3][CH2:2]1. The yield is 0.800.